Dataset: Catalyst prediction with 721,799 reactions and 888 catalyst types from USPTO. Task: Predict which catalyst facilitates the given reaction. (1) Reactant: [C:9](O[C:9]([O:11][C:12]([CH3:15])([CH3:14])[CH3:13])=[O:10])([O:11][C:12]([CH3:15])([CH3:14])[CH3:13])=[O:10].[Cl:16][C:17]1[CH:25]=[C:24]2[C:20]([CH:21]=[CH:22][NH:23]2)=[CH:19][CH:18]=1. Product: [C:12]([O:11][C:9]([N:23]1[C:24]2[C:20](=[CH:19][CH:18]=[C:17]([Cl:16])[CH:25]=2)[CH:21]=[CH:22]1)=[O:10])([CH3:13])([CH3:14])[CH3:15]. The catalyst class is: 143. (2) Reactant: O[CH2:2][C:3](=[CH2:9])[C:4]([O:6][CH2:7][CH3:8])=[O:5].S(Cl)([Cl:12])=O. Product: [Cl:12][CH2:2][C:3](=[CH2:9])[C:4]([O:6][CH2:7][CH3:8])=[O:5]. The catalyst class is: 194.